Regression/Classification. Given a drug SMILES string, predict its absorption, distribution, metabolism, or excretion properties. Task type varies by dataset: regression for continuous measurements (e.g., permeability, clearance, half-life) or binary classification for categorical outcomes (e.g., BBB penetration, CYP inhibition). Dataset: cyp1a2_veith. From a dataset of CYP1A2 inhibition data for predicting drug metabolism from PubChem BioAssay. (1) The result is 1 (inhibitor). The molecule is Fc1ccc(Nc2ccnc(-c3ccoc3)n2)cc1. (2) The drug is Nc1nonc1-n1nncc1-c1ccccc1. The result is 1 (inhibitor). (3) The molecule is O=c1[nH][nH]c(C(F)(F)F)c1C=Nc1ccc(Cl)cc1. The result is 1 (inhibitor). (4) The compound is O=C(Oc1ccccc1)N1CCC2(CC1)CN(c1ccncc1)C2. The result is 0 (non-inhibitor). (5) The drug is NNC(=O)CCSc1ccccc1. The result is 1 (inhibitor). (6) The molecule is CC(C)(C)NC(=O)C(c1ccccn1)N(C(=O)C1CSC(=O)C1)c1ccc(F)cc1. The result is 0 (non-inhibitor). (7) The drug is CCN(CC)CCN1C(=O)C(=O)/C(=C(/O)c2ccc(OC)cc2)C1c1cccs1. The result is 0 (non-inhibitor). (8) The molecule is CCOc1ccc(NC(=O)CN2CCN(S(=O)(=O)c3ccc(Cl)cc3)CC2)cc1. The result is 1 (inhibitor). (9) The molecule is CC1(C)CC(=O)C2=C(C1)N(Cc1ccccc1)C(=O)C2(O)C(F)(F)F. The result is 0 (non-inhibitor). (10) The molecule is Cc1cc(C(=O)CSc2nnc(-c3ccccc3)o2)c(C)n1CC1COc2ccccc2O1. The result is 0 (non-inhibitor).